Dataset: Peptide-MHC class II binding affinity with 134,281 pairs from IEDB. Task: Regression. Given a peptide amino acid sequence and an MHC pseudo amino acid sequence, predict their binding affinity value. This is MHC class II binding data. (1) The peptide sequence is FHYRAISTRYTLD. The MHC is DRB1_0404 with pseudo-sequence DRB1_0404. The binding affinity (normalized) is 0.164. (2) The peptide sequence is GKAGCQTYKWETFLT. The MHC is HLA-DQA10501-DQB10201 with pseudo-sequence HLA-DQA10501-DQB10201. The binding affinity (normalized) is 0.161. (3) The binding affinity (normalized) is 0.412. The MHC is DRB1_0802 with pseudo-sequence DRB1_0802. The peptide sequence is MKYLAAFLLLGLAGN. (4) The binding affinity (normalized) is 0.856. The peptide sequence is AFKVAATAANAAPEN. The MHC is DRB1_0701 with pseudo-sequence DRB1_0701. (5) The peptide sequence is KPPFSGMTGCGNTPI. The MHC is DRB1_0802 with pseudo-sequence DRB1_0802. The binding affinity (normalized) is 0.119. (6) The peptide sequence is RLLVLDAVALERWPG. The MHC is DRB1_0802 with pseudo-sequence DRB1_0802. The binding affinity (normalized) is 0.381.